From a dataset of Full USPTO retrosynthesis dataset with 1.9M reactions from patents (1976-2016). Predict the reactants needed to synthesize the given product. (1) Given the product [CH2:51]([N:3]([CH2:1][CH3:2])[C@H:4]([C:45]1[CH:50]=[CH:49][CH:48]=[CH:47][CH:46]=1)[C:5]([N:7]1[CH2:11][CH2:10][CH2:9][C@H:8]1[C:12]([NH:14][C:15]1[CH:16]=[CH:17][C:18]([CH2:21][N:22]([C:38]2[CH:39]=[CH:40][C:41]([F:44])=[CH:42][CH:43]=2)[CH2:23][C:24]2[CH:29]=[CH:28][C:27]([NH:30][C:31]([C@@H:33]3[CH2:37][CH2:36][CH2:35][N:34]3[C:60](=[O:61])[C@@H:59]([C:53]3[CH:58]=[CH:57][CH:56]=[CH:55][CH:54]=3)[N:63]3[CH2:64][CH2:65][CH2:66][CH2:67]3)=[O:32])=[CH:26][CH:25]=2)=[CH:19][CH:20]=1)=[O:13])=[O:6])[CH3:52], predict the reactants needed to synthesize it. The reactants are: [CH2:1]([N:3]([CH2:51][CH3:52])[C@H:4]([C:45]1[CH:50]=[CH:49][CH:48]=[CH:47][CH:46]=1)[C:5]([N:7]1[CH2:11][CH2:10][CH2:9][C@H:8]1[C:12]([NH:14][C:15]1[CH:20]=[CH:19][C:18]([CH2:21][N:22]([C:38]2[CH:43]=[CH:42][C:41]([F:44])=[CH:40][CH:39]=2)[CH2:23][C:24]2[CH:29]=[CH:28][C:27]([NH:30][C:31]([C@@H:33]3[CH2:37][CH2:36][CH2:35][NH:34]3)=[O:32])=[CH:26][CH:25]=2)=[CH:17][CH:16]=1)=[O:13])=[O:6])[CH3:2].[C:53]1([C@@H:59]([N:63]2[CH2:67][CH2:66][CH2:65][CH2:64]2)[C:60](O)=[O:61])[CH:58]=[CH:57][CH:56]=[CH:55][CH:54]=1. (2) Given the product [C:10]([O:1][CH:2]1[CH2:3][CH2:4][CH:5]=[C:6]([C:8]#[N:9])[CH2:7]1)(=[O:13])[CH2:11][CH3:12], predict the reactants needed to synthesize it. The reactants are: [OH:1][CH:2]1[CH2:7][C:6]([C:8]#[N:9])=[CH:5][CH2:4][CH2:3]1.[C:10](OC=C)(=[O:13])[CH2:11][CH3:12]. (3) Given the product [F:8][C:9]1[CH:10]=[C:11]([N+:16]([O-:18])=[O:17])[CH:12]=[CH:13][C:14]=1[N:1]1[CH2:7][CH2:6][CH2:5][NH:4][CH2:3][CH2:2]1, predict the reactants needed to synthesize it. The reactants are: [NH:1]1[CH2:7][CH2:6][CH2:5][NH:4][CH2:3][CH2:2]1.[F:8][C:9]1[CH:10]=[C:11]([N+:16]([O-:18])=[O:17])[CH:12]=[CH:13][C:14]=1F. (4) Given the product [C:28]([C:21]1[O:24][C:2]2[C:1]([C:4]3[CH:9]=[C:8]([CH:10]([CH3:12])[CH3:11])[CH:7]=[C:6]([CH:6]([CH3:7])[CH3:5])[C:5]=3[O:16][CH2:17][CH2:18][CH2:19][F:20])=[CH:3][CH:9]=[CH:4][C:1]=2[CH:2]=1)(=[O:30])[CH3:29], predict the reactants needed to synthesize it. The reactants are: [CH:1]([C:4]1[C:5]([O:16][CH2:17][CH2:18][CH2:19][F:20])=[C:6](B(O)O)[CH:7]=[C:8]([CH:10]([CH3:12])[CH3:11])[CH:9]=1)([CH3:3])[CH3:2].[C:21](=[O:24])([O-])[O-].[Na+].[Na+].O.[CH2:28]([OH:30])[CH3:29]. (5) Given the product [NH2:1][C:4]1[CH:12]=[CH:11][C:7]([C:8]([NH2:10])=[O:9])=[CH:6][C:5]=1[N:13]1[CH2:17][CH2:16][CH2:15][CH2:14]1, predict the reactants needed to synthesize it. The reactants are: [N+:1]([C:4]1[CH:12]=[CH:11][C:7]([C:8]([NH2:10])=[O:9])=[CH:6][C:5]=1[N:13]1[CH2:17][CH2:16][CH2:15][CH2:14]1)([O-])=O. (6) The reactants are: [C:1]1(B(O)O)[CH:6]=[CH:5][CH:4]=[CH:3][CH:2]=1.Br[C:11]1[N:16]=[CH:15][C:14]([C:17]2[N:26]([C:27]3[CH:32]=[CH:31][C:30]([CH:33]([CH2:35][CH3:36])[CH3:34])=[CH:29][CH:28]=3)[C:25](=[O:37])[C:24]3[C:19](=[CH:20][CH:21]=[CH:22][CH:23]=3)[N:18]=2)=[CH:13][CH:12]=1. Given the product [CH:33]([C:30]1[CH:29]=[CH:28][C:27]([N:26]2[C:25](=[O:37])[C:24]3[C:19](=[CH:20][CH:21]=[CH:22][CH:23]=3)[N:18]=[C:17]2[C:14]2[CH:15]=[N:16][CH:11]=[C:12]([C:1]3[CH:6]=[CH:5][CH:4]=[CH:3][CH:2]=3)[CH:13]=2)=[CH:32][CH:31]=1)([CH2:35][CH3:36])[CH3:34], predict the reactants needed to synthesize it. (7) Given the product [NH2:19][C@@H:8]([CH2:1][C:2]1[CH:3]=[CH:4][CH:5]=[CH:6][CH:7]=1)[C@H:9]([OH:18])[CH2:10][NH:11][O:12][CH:13]([CH2:16][CH3:17])[CH2:14][CH3:15], predict the reactants needed to synthesize it. The reactants are: [CH2:1]([C@H:8]([NH:19]C(=O)OC(C)(C)C)[C@H:9]([OH:18])[CH2:10][NH:11][O:12][CH:13]([CH2:16][CH3:17])[CH2:14][CH3:15])[C:2]1[CH:7]=[CH:6][CH:5]=[CH:4][CH:3]=1.FC(F)(F)C(O)=O. (8) Given the product [O:6]([C:13]1[S:17][C:16]([CH2:18][OH:19])=[CH:15][CH:14]=1)[C:7]1[CH:8]=[CH:9][CH:10]=[CH:11][CH:12]=1, predict the reactants needed to synthesize it. The reactants are: C1COCC1.[O:6]([C:13]1[S:17][C:16]([CH:18]=[O:19])=[CH:15][CH:14]=1)[C:7]1[CH:12]=[CH:11][CH:10]=[CH:9][CH:8]=1.[H-].[H-].[H-].[H-].[Li+].[Al+3]. (9) Given the product [CH2:6]([C:8]1[N:9]=[N+:10]([O-:23])[C:11]2[CH:20]=[C:19]3[C:15]([CH2:16][CH:17]([CH2:21][N:33]4[CH2:38][CH2:37][O:36][CH2:35][CH2:34]4)[CH2:18]3)=[CH:14][C:12]=2[N:13]=1)[CH3:7], predict the reactants needed to synthesize it. The reactants are: CS(Cl)(=O)=O.[CH2:6]([C:8]1[N:9]=[N+:10]([O-:23])[C:11]2[CH:20]=[C:19]3[C:15]([CH2:16][CH:17]([CH2:21]O)[CH2:18]3)=[CH:14][C:12]=2[N:13]=1)[CH3:7].CCN(C(C)C)C(C)C.[NH:33]1[CH2:38][CH2:37][O:36][CH2:35][CH2:34]1.